From a dataset of Human liver microsome stability data. Regression/Classification. Given a drug SMILES string, predict its absorption, distribution, metabolism, or excretion properties. Task type varies by dataset: regression for continuous measurements (e.g., permeability, clearance, half-life) or binary classification for categorical outcomes (e.g., BBB penetration, CYP inhibition). Dataset: hlm. The drug is Cc1nc(C(=O)N2CC(N)CC[C@H]2CNC(=O)c2cccc3cccnc23)c(-c2ccccc2)s1. The result is 0 (unstable in human liver microsomes).